Dataset: Forward reaction prediction with 1.9M reactions from USPTO patents (1976-2016). Task: Predict the product of the given reaction. (1) The product is: [C:1]([C:3]1[C:12]2[C:7](=[CH:8][CH:9]=[C:10]([OH:13])[CH:11]=2)[N:6]=[C:5]([C:15]2[CH:20]=[CH:19][C:18]([OH:21])=[CH:17][CH:16]=2)[CH:4]=1)#[N:2]. Given the reactants [C:1]([C:3]1[C:12]2[C:7](=[CH:8][CH:9]=[C:10]([O:13]C)[CH:11]=2)[N:6]=[C:5]([C:15]2[CH:20]=[CH:19][C:18]([O:21]C)=[CH:17][CH:16]=2)[CH:4]=1)#[N:2].N1C(=O)CC[C@H]1C(O)=O.Br, predict the reaction product. (2) Given the reactants [Cl:1][C:2]1[C:7]([F:8])=[C:6]([F:9])[CH:5]=[CH:4][C:3]=1[CH2:10][NH:11][C:12]([CH:14]1[CH2:18][NH:17][C:16](=[O:19])[N:15]1[CH3:20])=[O:13].C(=O)([O-])[O-].[K+].[K+].Cl.Cl[CH2:29][CH2:30][N:31]1[CH2:36][CH2:35][O:34][CH2:33][CH2:32]1.[H-].[Na+].Cl, predict the reaction product. The product is: [ClH:1].[Cl:1][C:2]1[C:7]([F:8])=[C:6]([F:9])[CH:5]=[CH:4][C:3]=1[CH2:10][NH:11][C:12]([CH:14]1[CH2:18][N:17]([CH2:29][CH2:30][N:31]2[CH2:36][CH2:35][O:34][CH2:33][CH2:32]2)[C:16](=[O:19])[N:15]1[CH3:20])=[O:13]. (3) Given the reactants [Cl:1][C:2]1[CH:3]=[CH:4][C:5]([F:16])=[C:6]([C:8]2[CH:13]=[C:12]([O:14]C)[N:11]=[CH:10][N:9]=2)[CH:7]=1.Br, predict the reaction product. The product is: [Cl:1][C:2]1[CH:3]=[CH:4][C:5]([F:16])=[C:6]([C:8]2[N:9]=[CH:10][N:11]=[C:12]([OH:14])[CH:13]=2)[CH:7]=1. (4) Given the reactants O.Cl.[Cl:3][C:4]1[CH:22]=[C:21]([N+:23]([O-])=O)[CH:20]=[CH:19][C:5]=1[NH:6][C:7]([CH3:18])([CH3:17])[CH2:8][C:9]1[CH:14]=[CH:13][C:12]([Cl:15])=[C:11]([F:16])[CH:10]=1.CCN(CC)CC, predict the reaction product. The product is: [Cl:3][C:4]1[CH:22]=[C:21]([NH2:23])[CH:20]=[CH:19][C:5]=1[NH:6][C:7]([CH3:18])([CH3:17])[CH2:8][C:9]1[CH:14]=[CH:13][C:12]([Cl:15])=[C:11]([F:16])[CH:10]=1. (5) Given the reactants CC1(C)C(C)(C)OB([CH:9]2[CH2:11][CH:10]2[C:12]([F:15])([F:14])[F:13])O1.Br[C:18]1[N:22]2[C:23](=[O:36])[CH:24]=[C:25]([CH2:27][O:28][C:29]3[CH:34]=[CH:33][C:32]([F:35])=[CH:31][CH:30]=3)[N:26]=[C:21]2[S:20][C:19]=1[CH3:37].C(=O)([O-])[O-].[Na+].[Na+].C(OC([O-])=O)([O-])=O.[NH4+].[NH4+], predict the reaction product. The product is: [F:35][C:32]1[CH:31]=[CH:30][C:29]([O:28][CH2:27][C:25]2[N:26]=[C:21]3[S:20][C:19]([CH3:37])=[C:18]([CH:9]4[CH2:11][CH:10]4[C:12]([F:13])([F:14])[F:15])[N:22]3[C:23](=[O:36])[CH:24]=2)=[CH:34][CH:33]=1. (6) Given the reactants CCN(C(C)C)C(C)C.[F:10][C:11]1[CH:12]=[CH:13][C:14]([C:20]([F:23])([F:22])[F:21])=[C:15]([CH:19]=1)[C:16]([OH:18])=O.C1C=CC2N(O)N=NC=2C=1.CCN=C=NCCCN(C)C.Cl.[CH:46]12[CH2:52][CH:49]([NH:50][CH2:51]1)[CH2:48][N:47]2[C:53](=[O:69])[CH2:54][NH:55][C:56]([C:58]1[CH:62]=[C:61]([C:63]2[CH:68]=[CH:67][CH:66]=[CH:65][CH:64]=2)[NH:60][N:59]=1)=[O:57], predict the reaction product. The product is: [F:10][C:11]1[CH:12]=[CH:13][C:14]([C:20]([F:23])([F:22])[F:21])=[C:15]([CH:19]=1)[C:16]([N:50]1[CH2:51][CH:46]2[CH2:52][CH:49]1[CH2:48][N:47]2[C:53](=[O:69])[CH2:54][NH:55][C:56]([C:58]1[CH:62]=[C:61]([C:63]2[CH:68]=[CH:67][CH:66]=[CH:65][CH:64]=2)[NH:60][N:59]=1)=[O:57])=[O:18]. (7) The product is: [CH3:7][O:8][C:9]1[CH:10]=[C:11]([N:18]2[CH2:22][CH2:21][CH2:20][CH:19]2[C:23]([N:28]2[CH2:2][CH2:1][O:5][CH2:27][CH2:26]2)=[O:25])[CH:12]=[CH:13][C:14]=1[N+:15]([O-:17])=[O:16]. Given the reactants [C:1](Cl)(=[O:5])[C:2](Cl)=O.[CH3:7][O:8][C:9]1[CH:10]=[C:11]([N:18]2[CH2:22][CH2:21][CH2:20][CH:19]2[C:23]([OH:25])=O)[CH:12]=[CH:13][C:14]=1[N+:15]([O-:17])=[O:16].[CH2:26]([N:28](CC)CC)[CH3:27], predict the reaction product. (8) Given the reactants [C:1]([O:5][C:6]([NH:8][C@H:9]([CH2:18][O:19][C:20]([O:22][C:23]([CH3:26])([CH3:25])[CH3:24])=[O:21])[CH2:10][C:11]([F:17])([F:16])[C:12]([O:14][CH3:15])=[O:13])=[O:7])([CH3:4])([CH3:3])[CH3:2].[CH3:27]I.[H-].[Na+], predict the reaction product. The product is: [C:1]([O:5][C:6]([N:8]([CH3:27])[C@H:9]([CH2:18][O:19][C:20]([O:22][C:23]([CH3:26])([CH3:25])[CH3:24])=[O:21])[CH2:10][C:11]([F:17])([F:16])[C:12]([O:14][CH3:15])=[O:13])=[O:7])([CH3:4])([CH3:3])[CH3:2]. (9) The product is: [CH3:25][C:26]1[CH:27]=[C:28]([NH:32][C:33]([NH:1][C:2]2[CH:3]=[CH:4][C:5]([C:8]3[CH:16]=[CH:15][CH:14]=[C:13]4[C:9]=3[CH2:10][NH:11][C:12]4=[O:17])=[CH:6][CH:7]=2)=[O:34])[CH:29]=[CH:30][CH:31]=1. Given the reactants [NH2:1][C:2]1[CH:7]=[CH:6][C:5]([C:8]2[CH:16]=[CH:15][CH:14]=[C:13]3[C:9]=2[CH2:10][NH:11][C:12]3=[O:17])=[CH:4][CH:3]=1.CN1CCOCC1.[CH3:25][C:26]1[CH:27]=[C:28]([N:32]=[C:33]=[O:34])[CH:29]=[CH:30][CH:31]=1, predict the reaction product. (10) Given the reactants C[O:2][C:3]1[CH:8]=[CH:7][C:6]([C:9]([CH3:15])([CH3:14])[C:10]([O:12]C)=[O:11])=[CH:5][C:4]=1[N+:16]([O-:18])=[O:17].B(Br)(Br)Br, predict the reaction product. The product is: [OH:2][C:3]1[CH:8]=[CH:7][C:6]([C:9]([CH3:15])([CH3:14])[C:10]([OH:12])=[O:11])=[CH:5][C:4]=1[N+:16]([O-:18])=[O:17].